From a dataset of Reaction yield outcomes from USPTO patents with 853,638 reactions. Predict the reaction yield, written as a fraction of the theoretical maximum amount of product (1.0 means a 100% yield; for example, 0.34 means a 34% yield). (1) The reactants are Cl.[CH2:2]([O:9][C:10]1[CH:19]=[C:18]2[C:13]([C:14]([Cl:20])=[N:15][CH:16]=[N:17]2)=[CH:12][C:11]=1[O:21][CH3:22])[C:3]1[CH:8]=[CH:7][CH:6]=[CH:5][CH:4]=1.[Br:23][C:24]1[CH:30]=[CH:29][C:27]([NH2:28])=[C:26]([F:31])[CH:25]=1. The catalyst is CC(O)C. The yield is 0.780. The product is [ClH:20].[CH2:2]([O:9][C:10]1[CH:19]=[C:18]2[C:13]([C:14]([NH:28][C:27]3[CH:29]=[CH:30][C:24]([Br:23])=[CH:25][C:26]=3[F:31])=[N:15][CH:16]=[N:17]2)=[CH:12][C:11]=1[O:21][CH3:22])[C:3]1[CH:8]=[CH:7][CH:6]=[CH:5][CH:4]=1. (2) The reactants are O[C:2]1[CH:3]=[C:4]([NH:8][C:9]2[N:14]=[C:13]([NH:15][C:16]3[CH:21]=[CH:20][CH:19]=[C:18](O)[CH:17]=3)[C:12]([F:23])=[CH:11][N:10]=2)[CH:5]=[CH:6][CH:7]=1.[NH2:24][C:25]1C=C(C=CC=1)C#N.Cl[C:34]1N=C(Cl)C(F)=C[N:35]=1. No catalyst specified. The product is [C:25]([C:2]1[CH:3]=[C:4]([NH:8][C:9]2[N:14]=[C:13]([NH:15][C:16]3[CH:21]=[CH:20][CH:19]=[C:18]([C:34]#[N:35])[CH:17]=3)[C:12]([F:23])=[CH:11][N:10]=2)[CH:5]=[CH:6][CH:7]=1)#[N:24]. The yield is 0.760. (3) The reactants are I[C:2]1[CH:7]=[CH:6][CH:5]=[CH:4][C:3]=1[CH2:8][C:9]([NH2:11])=[O:10].[CH2:12](N(CC)CC)[CH3:13].[Si](C#C)(C)(C)C.CCCC[N+](CCCC)(CCCC)CCCC.[F-]. The catalyst is C1COCC1.CN(C=O)C.CCOC(C)=O.C1C=CC([P]([Pd]([P](C2C=CC=CC=2)(C2C=CC=CC=2)C2C=CC=CC=2)([P](C2C=CC=CC=2)(C2C=CC=CC=2)C2C=CC=CC=2)[P](C2C=CC=CC=2)(C2C=CC=CC=2)C2C=CC=CC=2)(C2C=CC=CC=2)C2C=CC=CC=2)=CC=1.CO.O. The product is [C:12]([C:2]1[CH:7]=[CH:6][CH:5]=[CH:4][C:3]=1[CH2:8][C:9]([NH2:11])=[O:10])#[CH:13]. The yield is 0.220. (4) The reactants are [Cl:1][C:2]1[CH:7]=[CH:6][C:5]([S:8]([NH:11][C@H:12]([CH2:19][C:20]2[CH:25]=[CH:24][CH:23]=[CH:22][CH:21]=2)[C:13](=O)[CH2:14][C:15]([O-:17])=[O:16])(=[O:10])=[O:9])=[CH:4][CH:3]=1.C(C([NH:43]S(C1C=CC(Cl)=CC=1)(=O)=O)C(=O)C(CC)C(=O)CC)C1C=CC=CC=1.Cl.NO.C([O-])(=O)C.[Na+]. The catalyst is CCO.O. The product is [Cl:1][C:2]1[CH:7]=[CH:6][C:5]([S:8]([NH:11][C@@H:12]([C:13]2[CH2:14][C:15](=[O:16])[O:17][N:43]=2)[CH2:19][C:20]2[CH:25]=[CH:24][CH:23]=[CH:22][CH:21]=2)(=[O:10])=[O:9])=[CH:4][CH:3]=1. The yield is 0.900.